Dataset: Reaction yield outcomes from USPTO patents with 853,638 reactions. Task: Predict the reaction yield, written as a fraction of the theoretical maximum amount of product (1.0 means a 100% yield; for example, 0.34 means a 34% yield). (1) The reactants are [C:1]([C:3]1[CH:8]=[CH:7][C:6](/[CH:9]=[CH:10]/[C:11]([O:13][CH2:14][CH3:15])=[O:12])=[CH:5][CH:4]=1)#[N:2].C(O)=O. The catalyst is C(OCC)(=O)C.[Pd]. The product is [C:1]([C:3]1[CH:8]=[CH:7][C:6]([CH2:9][CH2:10][C:11]([O:13][CH2:14][CH3:15])=[O:12])=[CH:5][CH:4]=1)#[N:2]. The yield is 0.970. (2) The reactants are [CH3:1][N:2]1[CH:6]=[CH:5][N:4]=[C:3]1[C:7](=[N:14][O:15][CH2:16][C:17]1[N:22]=[C:21]([NH2:23])[CH:20]=[CH:19][N:18]=1)[C:8]1[CH:13]=[CH:12][CH:11]=[CH:10][CH:9]=1.C(N(CC)CC)C.[CH:31]1([C:34](Cl)=[O:35])[CH2:33][CH2:32]1. The catalyst is ClCCl. The product is [CH3:1][N:2]1[CH:6]=[CH:5][N:4]=[C:3]1[C:7](=[N:14][O:15][CH2:16][C:17]1[N:22]=[C:21]([NH:23][C:34]([CH:31]2[CH2:33][CH2:32]2)=[O:35])[CH:20]=[CH:19][N:18]=1)[C:8]1[CH:9]=[CH:10][CH:11]=[CH:12][CH:13]=1. The yield is 0.0700. (3) The reactants are [CH3:1][C@@H:2]1[CH2:6][CH2:5][C:4](=C(C)C)[CH:3]1[C:10]([O:12][CH2:13][CH3:14])=[O:11].C(=O)=[O:16].C(O)(C)C. The catalyst is C(OCC)(=O)C. The product is [CH3:1][C@@H:2]1[CH2:6][CH2:5][C:4](=[O:16])[CH:3]1[C:10]([O:12][CH2:13][CH3:14])=[O:11]. The yield is 0.960. (4) The reactants are [Na].[S:2]1C=CC=C1CC(O)=O.Br[CH2:12][CH2:13][CH2:14][CH2:15][CH2:16][CH2:17][CH2:18][CH2:19][CH2:20][CH2:21][CH2:22][CH2:23][CH2:24][CH2:25][CH2:26][C:27]([OH:29])=[O:28].[OH-].[Na+].Cl. The catalyst is CO. The product is [SH:2][CH2:12][CH2:13][CH2:14][CH2:15][CH2:16][CH2:17][CH2:18][CH2:19][CH2:20][CH2:21][CH2:22][CH2:23][CH2:24][CH2:25][CH2:26][C:27]([OH:29])=[O:28]. The yield is 0.970. (5) The reactants are [C:1](Cl)(=[O:3])[CH3:2].[CH:5]([Si:8]([CH:22]([CH3:24])[CH3:23])([CH:19]([CH3:21])[CH3:20])[N:9]1[C:13]2=[N:14][CH:15]=[C:16]([NH2:18])[CH:17]=[C:12]2[CH:11]=[CH:10]1)([CH3:7])[CH3:6].[Cl-].[NH4+].C(OCC)(=O)C. The catalyst is CN(C)C1C=CN=CC=1.N1C=CC=CC=1. The product is [CH:22]([Si:8]([CH:5]([CH3:7])[CH3:6])([CH:19]([CH3:21])[CH3:20])[N:9]1[C:13]2=[N:14][CH:15]=[C:16]([NH:18][C:1](=[O:3])[CH3:2])[CH:17]=[C:12]2[CH:11]=[CH:10]1)([CH3:24])[CH3:23]. The yield is 0.530. (6) The reactants are [F:1][C:2]1[C:3]([O:17][CH3:18])=[N:4][CH:5]=[C:6](B2OC(C)(C)C(C)(C)O2)[CH:7]=1.Cl[C:20]1[N:21]=[C:22]2[CH:30]=[CH:29][C:28]([F:31])=[CH:27][N:23]2[C:24](=[O:26])[CH:25]=1. No catalyst specified. The product is [F:31][C:28]1[CH:29]=[CH:30][C:22]2[N:23]([CH:27]=1)[C:24](=[O:26])[CH:25]=[C:20]([C:6]1[CH:5]=[N:4][C:3]([O:17][CH3:18])=[C:2]([F:1])[CH:7]=1)[N:21]=2. The yield is 1.00. (7) The reactants are Cl[CH:2]([C:12]1[CH:17]=[CH:16][C:15]([S:18]([C:21]2[CH:26]=[CH:25][CH:24]=[CH:23][CH:22]=2)(=[O:20])=[O:19])=[CH:14][N:13]=1)[CH2:3][C:4]1[CH:9]=[CH:8][C:7]([F:10])=[CH:6][C:5]=1[F:11].[OH-:27].[K+].[CH3:29]O. The catalyst is O. The product is [F:11][C:5]1[CH:6]=[C:7]([F:10])[CH:8]=[CH:9][C:4]=1[CH2:3][CH2:2][C:12]1[N:13]=[C:14]([O:27][CH3:29])[C:15]([S:18]([C:21]2[CH:26]=[CH:25][CH:24]=[CH:23][CH:22]=2)(=[O:20])=[O:19])=[CH:16][CH:17]=1. The yield is 0.720. (8) The reactants are [NH:1]=[CH:2][C:3]1[CH:8]=[CH:7][C:6]([CH2:9][C:10]([O:12][CH2:13][CH3:14])=[O:11])=[CH:5][CH:4]=1.[H-].[Na+].I[CH3:18]. The catalyst is CN(C)C=O. The product is [C:2]([C:3]1[CH:8]=[CH:7][C:6]([CH:9]([CH3:18])[C:10]([O:12][CH2:13][CH3:14])=[O:11])=[CH:5][CH:4]=1)#[N:1]. The yield is 0.810.